This data is from Catalyst prediction with 721,799 reactions and 888 catalyst types from USPTO. The task is: Predict which catalyst facilitates the given reaction. (1) Reactant: [NH2:1][C:2]1[C:7]([NH2:8])=[CH:6][CH:5]=[CH:4][C:3]=1[N+:9]([O-:11])=[O:10].[Br:12][C:13]1[CH:18]=[CH:17][C:16]([C:19]([C:21]([C:23]2[CH:28]=[CH:27][C:26]([Br:29])=[CH:25][CH:24]=2)=O)=O)=[CH:15][CH:14]=1. Product: [Br:12][C:13]1[CH:14]=[CH:15][C:16]([C:19]2[C:21]([C:23]3[CH:24]=[CH:25][C:26]([Br:29])=[CH:27][CH:28]=3)=[N:1][C:2]3[C:7](=[CH:6][CH:5]=[CH:4][C:3]=3[N+:9]([O-:11])=[O:10])[N:8]=2)=[CH:17][CH:18]=1. The catalyst class is: 404. (2) Reactant: [O:1]1[CH2:6][CH2:5][N:4]([CH2:7][C:8]2[CH:9]=[N:10][C:11]3[C:16]([CH:17]=2)=[CH:15][C:14]([OH:18])=[CH:13][CH:12]=3)[CH2:3][CH2:2]1.[F:19][C:20]([F:33])([F:32])[S:21](O[S:21]([C:20]([F:33])([F:32])[F:19])(=[O:23])=[O:22])(=[O:23])=[O:22]. Product: [F:19][C:20]([F:33])([F:32])[S:21]([O:18][C:14]1[CH:15]=[C:16]2[C:11](=[CH:12][CH:13]=1)[N:10]=[CH:9][C:8]([CH2:7][N:4]1[CH2:5][CH2:6][O:1][CH2:2][CH2:3]1)=[CH:17]2)(=[O:23])=[O:22]. The catalyst class is: 17.